Dataset: Orexin1 receptor HTS with 218,158 compounds and 233 confirmed actives. Task: Binary Classification. Given a drug SMILES string, predict its activity (active/inactive) in a high-throughput screening assay against a specified biological target. (1) The compound is S(=O)(=O)(Nc1c2c(ccc1O)cccc2)c1cc(OC)c(OC)cc1. The result is 1 (active). (2) The molecule is Clc1c(CSc2c(N)cccc2)c(Cl)ccc1. The result is 0 (inactive). (3) The drug is O=C(N(Cc1ccccc1)CC(=O)NCc1occc1)CCC(=O)Nc1ncccc1. The result is 0 (inactive). (4) The result is 0 (inactive). The molecule is o1nc(c2nc(nc(C(C)C)c2)NCCOC)cc1C(=O)Nc1ccccc1. (5) The compound is S(c1n(c(=O)c2c(n1)cccc2)C)CC#N. The result is 0 (inactive). (6) The drug is S1C(C(=O)N(c2sc(Cc3ccc(cc3)C)cn2)C1=N)C. The result is 0 (inactive). (7) The compound is Brc1ccc(c2n(CC)c(SCC(=O)Nc3sc4c(n3)cccc4)nn2)cc1. The result is 0 (inactive). (8) The molecule is S(=O)(=O)(N1CCOCC1)c1cc(NC(=O)COC(=O)c2occc2)c(N(CC)CC)cc1. The result is 0 (inactive). (9) The drug is S(Cc1cc(ccc1OC)C(=O)/C=C\c1cc(OC)c(OCc2ccc(cc2)C(OC)=O)cc1)CC(O)=O. The result is 0 (inactive). (10) The molecule is Clc1c(NC(=S)NCCc2ncccc2)ccc(Cl)c1. The result is 0 (inactive).